This data is from Human liver microsome stability data. The task is: Regression/Classification. Given a drug SMILES string, predict its absorption, distribution, metabolism, or excretion properties. Task type varies by dataset: regression for continuous measurements (e.g., permeability, clearance, half-life) or binary classification for categorical outcomes (e.g., BBB penetration, CYP inhibition). Dataset: hlm. (1) The compound is Cc1c(C(=O)Nc2ccnc(F)c2)nn(C)c1-c1ccc(F)cc1. The result is 0 (unstable in human liver microsomes). (2) The drug is CCNC(=O)Nc1cc(-n2cccn2)c(C(=O)Nc2cccnc2)cn1. The result is 0 (unstable in human liver microsomes). (3) The drug is CC(C)c1ccccc1N1CCC(C(=O)Nc2ccc3c(c2)NC(=O)CO3)CC1. The result is 1 (stable in human liver microsomes). (4) The compound is C[C@@H]1CN(c2ccc(F)cc2C(F)(F)F)CCN1S(=O)(=O)c1ccc(N2CCC(F)(F)CC2)cc1Cl. The result is 0 (unstable in human liver microsomes). (5) The drug is CN(C)CCn1cnc2c(c(Nc3ccc(I)cc3F)cc(=O)n2C)c1=O. The result is 1 (stable in human liver microsomes). (6) The compound is COc1ccc2nc3cc(Cl)ccc3c(N=C(NCCCN(C)C)C(C)C)c2n1. The result is 0 (unstable in human liver microsomes).